Dataset: Reaction yield outcomes from USPTO patents with 853,638 reactions. Task: Predict the reaction yield, written as a fraction of the theoretical maximum amount of product (1.0 means a 100% yield; for example, 0.34 means a 34% yield). (1) The reactants are Cl.[Cl:2][C:3]1[C:12]2[C:7](=[CH:8][C:9]([O:15][CH3:16])=[C:10]([O:13][CH3:14])[CH:11]=2)[N:6]=[CH:5][CH:4]=1.[NH2:17][C:18]1[CH:19]=[C:20]([NH:25][C:26](=[O:37])[C:27]2[CH:32]=[CH:31][C:30]([O:33][CH3:34])=[C:29]([O:35][CH3:36])[CH:28]=2)[CH:21]=[CH:22][C:23]=1[CH3:24]. The catalyst is C(O)(C)C. The product is [ClH:2].[CH3:24][C:23]1[CH:22]=[CH:21][C:20]([NH:25][C:26](=[O:37])[C:27]2[CH:32]=[CH:31][C:30]([O:33][CH3:34])=[C:29]([O:35][CH3:36])[CH:28]=2)=[CH:19][C:18]=1[NH:17][C:3]1[C:12]2[C:7](=[CH:8][C:9]([O:15][CH3:16])=[C:10]([O:13][CH3:14])[CH:11]=2)[N:6]=[CH:5][CH:4]=1. The yield is 0.240. (2) The product is [Si:11]([O:18][CH2:19][C:20]([C:4]1[CH:5]=[CH:6][C:7]([F:8])=[C:2]([Cl:1])[CH:3]=1)=[O:21])([C:14]([CH3:17])([CH3:16])[CH3:15])([CH3:13])[CH3:12]. The catalyst is C1COCC1.CCCCCC. The yield is 0.879. The reactants are [Cl:1][C:2]1[CH:3]=[C:4]([Mg]Br)[CH:5]=[CH:6][C:7]=1[F:8].[Si:11]([O:18][CH2:19][C:20](N(OC)C)=[O:21])([C:14]([CH3:17])([CH3:16])[CH3:15])([CH3:13])[CH3:12].